From a dataset of Reaction yield outcomes from USPTO patents with 853,638 reactions. Predict the reaction yield, written as a fraction of the theoretical maximum amount of product (1.0 means a 100% yield; for example, 0.34 means a 34% yield). (1) The reactants are [CH:1]1([N:4]2[CH2:9][CH2:8][N:7]([C:10]3[O:11][C:12]4[CH:18]=[CH:17][C:16]([C:19]#N)=[CH:15][C:13]=4[N:14]=3)[CH2:6][CH2:5]2)[CH2:3][CH2:2]1.CC(C[AlH]CC(C)C)C.C[OH:31].O. The catalyst is C1COCC1.C1(C)C=CC=CC=1. The product is [CH:1]1([N:4]2[CH2:9][CH2:8][N:7]([C:10]3[O:11][C:12]4[CH:18]=[CH:17][C:16]([CH:19]=[O:31])=[CH:15][C:13]=4[N:14]=3)[CH2:6][CH2:5]2)[CH2:3][CH2:2]1. The yield is 0.720. (2) The reactants are [NH:1]1[CH:5]=[CH:4][N:3]=[CH:2]1.Cl.Cl[CH:8]([C:13]1[C:14](=[O:22])[C:15]([OH:21])=[C:16]([CH2:19][CH3:20])[NH:17][CH:18]=1)[C:9]([F:12])([F:11])[F:10]. The catalyst is CC#N. The product is [CH2:19]([C:16]1[NH:17][CH:18]=[C:13]([CH:8]([N:1]2[CH:5]=[CH:4][N:3]=[CH:2]2)[C:9]([F:12])([F:10])[F:11])[C:14](=[O:22])[C:15]=1[OH:21])[CH3:20]. The yield is 0.730. (3) The reactants are [Si:1]([O:8][CH2:9][C:10]([CH3:29])([O:12][C:13]1[CH:18]=[CH:17][C:16]([N+:19]([O-])=O)=[CH:15][C:14]=1[N:22]1[C:26](=[O:27])[N:25]([CH3:28])[N:24]=[N:23]1)[CH3:11])([C:4]([CH3:7])([CH3:6])[CH3:5])([CH3:3])[CH3:2].CCO.CC1C=C2N=C3C(=NC(NC3=O)=O)N(C[C@H](O)[C@H](O)[C@H](O)CO)C2=CC=1C. The catalyst is O.[Pd]. The product is [NH2:19][C:16]1[CH:17]=[CH:18][C:13]([O:12][C:10]([CH3:29])([CH3:11])[CH2:9][O:8][Si:1]([C:4]([CH3:7])([CH3:6])[CH3:5])([CH3:3])[CH3:2])=[C:14]([N:22]2[C:26](=[O:27])[N:25]([CH3:28])[N:24]=[N:23]2)[CH:15]=1. The yield is 0.960. (4) The reactants are II.F[C:4](F)(F)[C:5]([O:7][C:8]1[C:13]([F:14])=[C:12]([F:15])[C:11]([F:16])=[C:10]([F:17])[C:9]=1[F:18])=[O:6].[CH:38]1[CH:39]=[CH:34]C(P([C:34]2[CH:39]=[CH:38][CH:37]=[CH:36]C=2)[C:38]2[CH:39]=[CH:34]C=[CH:36][CH:37]=2)=[CH:36][CH:37]=1.[NH:40]1[CH:44]=CN=C1. The catalyst is C(#N)C.C(OCC)C. The product is [C:44]([C:39]1[CH:34]=[C:4]([CH:36]=[CH:37][C:38]=1[O:7][CH:8]([CH3:13])[CH3:9])[C:5]([O:7][C:8]1[C:13]([F:14])=[C:12]([F:15])[C:11]([F:16])=[C:10]([F:17])[C:9]=1[F:18])=[O:6])#[N:40]. The yield is 0.920. (5) The reactants are [NH2:1][C:2]1[N:30]=[C:5]2[CH:6]=[CH:7][C:8]([O:10][C:11]3[CH:12]=[C:13]([NH:17][C:18](=[O:29])[C:19]4[CH:24]=[CH:23][CH:22]=[C:21]([C:25]([F:28])([F:27])[F:26])[CH:20]=4)[CH:14]=[CH:15][CH:16]=3)=[CH:9][N:4]2[N:3]=1.[CH:31]1([C:34](Cl)=[O:35])[CH2:33][CH2:32]1. The catalyst is CN(C)C(=O)C.C(OCC)(=O)C. The product is [CH:31]1([C:34]([NH:1][C:2]2[N:30]=[C:5]3[CH:6]=[CH:7][C:8]([O:10][C:11]4[CH:12]=[C:13]([NH:17][C:18](=[O:29])[C:19]5[CH:24]=[CH:23][CH:22]=[C:21]([C:25]([F:26])([F:27])[F:28])[CH:20]=5)[CH:14]=[CH:15][CH:16]=4)=[CH:9][N:4]3[N:3]=2)=[O:35])[CH2:33][CH2:32]1. The yield is 0.920. (6) The reactants are [OH:1][CH2:2][CH2:3][CH2:4][CH2:5][C:6]#[C:7][CH2:8][O:9][C:10]1[CH:15]=[CH:14][C:13]([S:16]([N:19]2[CH2:24][CH2:23][S:22][C:21]([CH3:26])([CH3:25])[C@@H:20]2[C:27]([O:29][C:30]([CH3:33])([CH3:32])[CH3:31])=[O:28])(=[O:18])=[O:17])=[CH:12][CH:11]=1.[C:34](OC(=O)C)(=[O:36])[CH3:35].N1C=CC=CC=1. No catalyst specified. The product is [C:34]([O:1][CH2:2][CH2:3][CH2:4][CH2:5][C:6]#[C:7][CH2:8][O:9][C:10]1[CH:15]=[CH:14][C:13]([S:16]([N:19]2[CH2:24][CH2:23][S:22][C:21]([CH3:26])([CH3:25])[C@@H:20]2[C:27]([O:29][C:30]([CH3:33])([CH3:32])[CH3:31])=[O:28])(=[O:18])=[O:17])=[CH:12][CH:11]=1)(=[O:36])[CH3:35]. The yield is 0.970. (7) The reactants are [H-].[Na+].[CH2:3]([N:10]([CH2:14][CH2:15][C:16]1[C:17](Cl)=[N:18][CH:19]=[CH:20][CH:21]=1)[CH2:11][CH2:12][OH:13])[C:4]1[CH:9]=[CH:8][CH:7]=[CH:6][CH:5]=1.O. The catalyst is C1COCC1. The product is [CH2:3]([N:10]1[CH2:14][CH2:15][C:16]2[CH:21]=[CH:20][CH:19]=[N:18][C:17]=2[O:13][CH2:12][CH2:11]1)[C:4]1[CH:9]=[CH:8][CH:7]=[CH:6][CH:5]=1. The yield is 0.770. (8) The product is [Cl:1][C:2]1[C:7]([C:8]([F:11])([F:10])[F:9])=[CH:6][CH:5]=[C:4]([C:30]2[CH:31]=[CH:32][C:27]([CH2:25][CH3:26])=[CH:28][CH:29]=2)[N:3]=1. The reactants are [Cl:1][C:2]1[C:7]([C:8]([F:11])([F:10])[F:9])=[CH:6][CH:5]=[C:4](Cl)[N:3]=1.O1CCOCC1.C(=O)([O-])[O-].[Na+].[Na+].[CH2:25]([C:27]1[CH:32]=[CH:31][C:30](B(O)O)=[CH:29][CH:28]=1)[CH3:26]. The yield is 0.530. The catalyst is C1(C)C=CC=CC=1.O. (9) The reactants are [CH3:1][O:2][C:3]([NH:5][C@H:6]([C:10]([N:12]1[C@@H:16]([CH3:17])[CH2:15][CH2:14][C@H:13]1[C:18]1[NH:22][C:21]2[C:23]3[C:28]([CH:29]=[CH:30][C:20]=2[N:19]=1)=[CH:27][C:26]1[C:31]2[C:36]([CH2:37][O:38][C:25]=1[CH:24]=3)=[CH:35][C:34]([C:39]1[NH:43][C:42]([C@@H:44]3[CH2:48][C@H:47]([CH3:49])[CH2:46][N:45]3C(OC(C)(C)C)=O)=[N:41][CH:40]=1)=[CH:33][CH:32]=2)=[O:11])[CH:7]([CH3:9])[CH3:8])=[O:4].[CH3:57][O:58][C@H:59]([CH3:69])[C@H:60]([NH:64][C:65]([O:67][CH3:68])=[O:66])[C:61]([OH:63])=O.CN(C(ON1N=NC2C=CC=NC1=2)=[N+](C)C)C.F[P-](F)(F)(F)(F)F.CN1CCOCC1. The catalyst is Cl.CCO.CN(C=O)C. The product is [CH3:57][O:58][C@@H:59]([CH3:69])[C@H:60]([NH:64][C:65]([O:67][CH3:68])=[O:66])[C:61]([N:45]1[CH2:46][C@@H:47]([CH3:49])[CH2:48][C@H:44]1[C:42]1[NH:43][C:39]([C:34]2[CH:35]=[C:36]3[CH2:37][O:38][C:25]4[CH:24]=[C:23]5[C:28]([CH:29]=[CH:30][C:20]6[N:19]=[C:18]([C@@H:13]7[CH2:14][CH2:15][C@H:16]([CH3:17])[N:12]7[C:10](=[O:11])[C@@H:6]([NH:5][C:3](=[O:4])[O:2][CH3:1])[CH:7]([CH3:9])[CH3:8])[NH:22][C:21]=65)=[CH:27][C:26]=4[C:31]3=[CH:32][CH:33]=2)=[CH:40][N:41]=1)=[O:63]. The yield is 0.350.